Predict the reactants needed to synthesize the given product. From a dataset of Full USPTO retrosynthesis dataset with 1.9M reactions from patents (1976-2016). (1) Given the product [O:1]1[CH2:6][CH2:5][CH:4]([N:7]2[CH2:11][CH2:10][C@H:9]([NH2:12])[CH2:8]2)[CH2:3][CH2:2]1, predict the reactants needed to synthesize it. The reactants are: [O:1]1[CH2:6][CH2:5][CH:4]([N:7]2[CH2:11][CH2:10][C@H:9]([NH:12]C(=O)OC(C)(C)C)[CH2:8]2)[CH2:3][CH2:2]1.O.Cl. (2) Given the product [C:1]([O:5][C:6]([N:8]1[CH2:9][CH2:10][N:11]([C:14]2[CH:19]=[N:18][C:17]([Br:28])=[C:16]([Cl:20])[N:15]=2)[CH2:12][CH2:13]1)=[O:7])([CH3:4])([CH3:2])[CH3:3], predict the reactants needed to synthesize it. The reactants are: [C:1]([O:5][C:6]([N:8]1[CH2:13][CH2:12][N:11]([C:14]2[CH:19]=[N:18][CH:17]=[C:16]([Cl:20])[N:15]=2)[CH2:10][CH2:9]1)=[O:7])([CH3:4])([CH3:3])[CH3:2].C1C(=O)N([Br:28])C(=O)C1. (3) Given the product [Br:1][CH2:53][C:52]1[N:48]([C:43]2[CH:44]=[CH:45][CH:46]=[CH:47][C:42]=2[Cl:41])[N:49]=[C:50]([C:55]([F:58])([F:57])[F:56])[CH:51]=1, predict the reactants needed to synthesize it. The reactants are: [Br-:1].[Br-].C1([PH+](C2C=CC=CC=2)C2C=CC=CC=2)C=CC=CC=1.C1([PH+](C2C=CC=CC=2)C2C=CC=CC=2)C=CC=CC=1.[Cl:41][C:42]1[CH:47]=[CH:46][CH:45]=[CH:44][C:43]=1[N:48]1[C:52]([CH2:53]O)=[CH:51][C:50]([C:55]([F:58])([F:57])[F:56])=[N:49]1. (4) Given the product [CH3:1][C:2]1([CH3:20])[C:10]2[C:5](=[CH:6][CH:7]=[C:8]([C:26]3[CH:25]=[CH:24][CH:23]=[C:22]([CH3:21])[CH:27]=3)[CH:9]=2)[C:4](=[O:19])[CH2:3]1, predict the reactants needed to synthesize it. The reactants are: [CH3:1][C:2]1([CH3:20])[C:10]2[C:5](=[CH:6][CH:7]=[C:8](OS(C(F)(F)F)(=O)=O)[CH:9]=2)[C:4](=[O:19])[CH2:3]1.[CH3:21][C:22]1[CH:23]=[C:24](B(O)O)[CH:25]=[CH:26][CH:27]=1. (5) The reactants are: Cl[C:2]1[C:11]2[C:6](=[CH:7][C:8]([C:12]([N:14]3[CH2:18][CH:17]=[CH:16][CH2:15]3)=[O:13])=[CH:9][CH:10]=2)[N:5]=[CH:4][N:3]=1.[NH2:19][CH2:20][C:21]1[CH:22]=[C:23]([CH:27]=[CH:28][CH:29]=1)[C:24]([NH2:26])=[NH:25].C(N(C(C)C)CC)(C)C. Given the product [N:14]1([C:12]([C:8]2[CH:7]=[C:6]3[C:11]([C:2]([NH:19][CH2:20][C:21]4[CH:22]=[C:23]([CH:27]=[CH:28][CH:29]=4)[C:24]([NH2:26])=[NH:25])=[N:3][CH:4]=[N:5]3)=[CH:10][CH:9]=2)=[O:13])[CH2:18][CH:17]=[CH:16][CH2:15]1, predict the reactants needed to synthesize it. (6) Given the product [CH3:24][O:23][C:22]1[CH:21]=[C:20]([CH3:25])[C:19]2[NH:18][CH:17]=[CH:16][C:15]=2[C:14]=1[C:12]([C:10]1[N:9]([CH2:33][O:34][CH2:35][CH2:36][Si:37]([CH3:39])([CH3:38])[CH3:40])[C:6]2=[N:7][CH:8]=[C:3]([C:1]#[N:2])[CH:4]=[C:5]2[N:11]=1)=[O:13], predict the reactants needed to synthesize it. The reactants are: [C:1]([C:3]1[CH:4]=[C:5]2[N:11]=[C:10]([C:12]([C:14]3[C:22]([O:23][CH3:24])=[CH:21][C:20]([CH3:25])=[C:19]4[C:15]=3[CH:16]=[CH:17][N:18]4C(OC(C)(C)C)=O)=[O:13])[N:9]([CH2:33][O:34][CH2:35][CH2:36][Si:37]([CH3:40])([CH3:39])[CH3:38])[C:6]2=[N:7][CH:8]=1)#[N:2].C([O-])([O-])=O.[K+].[K+]. (7) Given the product [NH3:11].[NH2:19][C:15]1[NH:16][C:17]2[C:13]([N:14]=1)=[C:12]([NH:25][C@H:26]([CH3:29])[CH2:27][OH:28])[N:11]=[C:10]([S:9][CH2:8][C:3]1[CH:4]=[CH:5][CH:6]=[CH:7][C:2]=1[F:1])[N:18]=2, predict the reactants needed to synthesize it. The reactants are: [F:1][C:2]1[CH:7]=[CH:6][CH:5]=[CH:4][C:3]=1[CH2:8][S:9][C:10]1[N:18]=[C:17]2[C:13]([N:14]=[C:15]([NH:19]C(=O)OCC)[NH:16]2)=[C:12]([NH:25][C@H:26]([CH3:29])[CH2:27][OH:28])[N:11]=1.O.[OH-].[Li+].